From a dataset of Peptide-MHC class I binding affinity with 185,985 pairs from IEDB/IMGT. Regression. Given a peptide amino acid sequence and an MHC pseudo amino acid sequence, predict their binding affinity value. This is MHC class I binding data. (1) The peptide sequence is ATAKAAAAV. The MHC is HLA-A02:03 with pseudo-sequence HLA-A02:03. The binding affinity (normalized) is 0.566. (2) The peptide sequence is QTRGLLGCI. The MHC is Patr-B0101 with pseudo-sequence Patr-B0101. The binding affinity (normalized) is 0.551. (3) The peptide sequence is ITSKSRQVL. The MHC is HLA-B44:02 with pseudo-sequence HLA-B44:02. The binding affinity (normalized) is 0.0847. (4) The peptide sequence is DYIYLPLLK. The binding affinity (normalized) is 0.769. The MHC is HLA-A33:01 with pseudo-sequence HLA-A33:01.